This data is from Reaction yield outcomes from USPTO patents with 853,638 reactions. The task is: Predict the reaction yield, written as a fraction of the theoretical maximum amount of product (1.0 means a 100% yield; for example, 0.34 means a 34% yield). (1) The reactants are CC1[N:3]([C:8]2[CH:12]=[C:11]([CH2:13][CH:14]=[C:15]([CH3:17])[CH3:16])[N:10]([CH3:18])[N:9]=2)C(C)=CC=1.Cl.NO.[OH-].[K+].ClCCl. The catalyst is C(O)C.O. The product is [CH3:18][N:10]1[C:11]([CH2:13][CH:14]=[C:15]([CH3:16])[CH3:17])=[CH:12][C:8]([NH2:3])=[N:9]1. The yield is 0.710. (2) The reactants are Cl[C:2]1[C:11]2[C:6](=[CH:7][CH:8]=[C:9]([Cl:12])[N:10]=2)[N:5]=[CH:4][C:3]=1[C:13](=[O:15])[CH3:14].[CH3:16][N:17]([CH2:19][C@@H:20]1[CH2:25][CH2:24][C@H:23]([NH2:26])[CH2:22][CH2:21]1)[CH3:18]. No catalyst specified. The product is [Cl:12][C:9]1[N:10]=[C:11]2[C:6](=[CH:7][CH:8]=1)[N:5]=[CH:4][C:3]([C:13](=[O:15])[CH3:14])=[C:2]2[NH:26][C@H:23]1[CH2:24][CH2:25][C@@H:20]([CH2:19][N:17]([CH3:18])[CH3:16])[CH2:21][CH2:22]1. The yield is 0.550. (3) The reactants are [OH:1][C:2]1[CH:7]=[C:6]([CH3:8])[CH:5]=[CH:4][N:3]=1.[CH3:9][O:10][C:11](=[O:22])[C:12]1[CH:17]=[C:16]([N+:18]([O-:20])=[O:19])[CH:15]=[C:14](I)[CH:13]=1.N1C2C(=CC=C3C=2N=CC=C3)C=CC=1.[O-]P([O-])([O-])=O.[K+].[K+].[K+]. The catalyst is [Cu]I.O1CCOCC1. The product is [CH3:9][O:10][C:11](=[O:22])[C:12]1[CH:17]=[C:16]([N+:18]([O-:20])=[O:19])[CH:15]=[C:14]([N:3]2[CH:4]=[CH:5][C:6]([CH3:8])=[CH:7][C:2]2=[O:1])[CH:13]=1. The yield is 0.610. (4) The reactants are C([O:3][C:4](=[O:19])[CH:5]([O:16][CH2:17][CH3:18])[CH2:6][C:7]1[CH:8]=[C:9]2[C:13](=[CH:14][CH:15]=1)[NH:12][CH:11]=[CH:10]2)C.Cl[CH2:21][C:22]1[N:23]=[C:24]([C:27]2[CH:32]=[CH:31][CH:30]=[CH:29][CH:28]=2)[S:25][CH:26]=1. No catalyst specified. The product is [CH2:17]([O:16][CH:5]([CH2:6][C:7]1[CH:8]=[C:9]2[C:13](=[CH:14][CH:15]=1)[N:12]([CH2:21][C:22]1[N:23]=[C:24]([C:27]3[CH:28]=[CH:29][CH:30]=[CH:31][CH:32]=3)[S:25][CH:26]=1)[CH:11]=[CH:10]2)[C:4]([OH:3])=[O:19])[CH3:18]. The yield is 0.640. (5) The reactants are [OH:1][C:2]1[CH:7]=[CH:6][CH:5]=[CH:4][C:3]=1[CH2:8][C:9]([O:11][CH2:12][C:13]1[CH:18]=[CH:17][C:16]([O:19][CH3:20])=[CH:15][CH:14]=1)=[O:10].C1CCC(N=C=NC2CCCCC2)CC1.CN(C1C=CC=CN=1)C.[C:45]([NH:55][C@H:56]([C:60](O)=[O:61])[CH:57]([CH3:59])[CH3:58])([O:47][CH2:48][C:49]1[CH:54]=[CH:53][CH:52]=[CH:51][CH:50]=1)=[O:46]. The catalyst is ClCCl. The product is [C:45]([NH:55][C@H:56]([C:60]([O:1][C:2]1[CH:7]=[CH:6][CH:5]=[CH:4][C:3]=1[CH2:8][C:9]([O:11][CH2:12][C:13]1[CH:14]=[CH:15][C:16]([O:19][CH3:20])=[CH:17][CH:18]=1)=[O:10])=[O:61])[CH:57]([CH3:59])[CH3:58])([O:47][CH2:48][C:49]1[CH:54]=[CH:53][CH:52]=[CH:51][CH:50]=1)=[O:46]. The yield is 0.930.